This data is from Reaction yield outcomes from USPTO patents with 853,638 reactions. The task is: Predict the reaction yield, written as a fraction of the theoretical maximum amount of product (1.0 means a 100% yield; for example, 0.34 means a 34% yield). (1) The yield is 0.306. The product is [CH3:29][C:19]1[N:20]=[C:21]([C:23]2[CH:24]=[CH:25][CH:26]=[CH:27][CH:28]=2)[O:22][C:18]=1[CH2:17][CH2:16][O:15][C:11]1[CH:10]=[C:9]2[C:14](=[CH:13][CH:12]=1)[C@H:6]([CH2:5][C:4]([OH:30])=[O:3])[CH2:7][CH2:8]2. The catalyst is CCO.C1COCC1. The reactants are C([O:3][C:4](=[O:30])[CH2:5][C@H:6]1[C:14]2[C:9](=[CH:10][C:11]([O:15][CH2:16][CH2:17][C:18]3[O:22][C:21]([C:23]4[CH:28]=[CH:27][CH:26]=[CH:25][CH:24]=4)=[N:20][C:19]=3[CH3:29])=[CH:12][CH:13]=2)[CH2:8][CH2:7]1)C.[Li+].[OH-].O.Cl. (2) The reactants are [CH2:1]([O:8][C:9]1[CH:14]=[CH:13][C:12]([S:15](Cl)(=[O:17])=[O:16])=[CH:11][C:10]=1[I:19])[C:2]1[CH:7]=[CH:6][CH:5]=[CH:4][CH:3]=1.[C:20]([NH2:24])([CH3:23])([CH3:22])[CH3:21].O. The catalyst is CCCCCC. The product is [CH2:1]([O:8][C:9]1[CH:14]=[CH:13][C:12]([S:15]([NH:24][C:20]([CH3:23])([CH3:22])[CH3:21])(=[O:17])=[O:16])=[CH:11][C:10]=1[I:19])[C:2]1[CH:7]=[CH:6][CH:5]=[CH:4][CH:3]=1. The yield is 0.940.